This data is from Peptide-MHC class I binding affinity with 185,985 pairs from IEDB/IMGT. The task is: Regression. Given a peptide amino acid sequence and an MHC pseudo amino acid sequence, predict their binding affinity value. This is MHC class I binding data. (1) The peptide sequence is AIDPRRIVA. The MHC is HLA-A02:16 with pseudo-sequence HLA-A02:16. The binding affinity (normalized) is 0.230. (2) The MHC is HLA-A31:01 with pseudo-sequence HLA-A31:01. The peptide sequence is NGYRWQHQI. The binding affinity (normalized) is 0.179.